From a dataset of Full USPTO retrosynthesis dataset with 1.9M reactions from patents (1976-2016). Predict the reactants needed to synthesize the given product. (1) The reactants are: [I:1][C:2]1[CH:8]=[CH:7][CH:6]=[CH:5][C:3]=1[NH2:4].[CH:9]1([CH:12]=O)[CH2:11][CH2:10]1. Given the product [CH:9]1([CH2:12][NH:4][C:3]2[CH:5]=[CH:6][CH:7]=[CH:8][C:2]=2[I:1])[CH2:11][CH2:10]1, predict the reactants needed to synthesize it. (2) The reactants are: [CH3:1][N:2]([CH3:6])[CH2:3][CH2:4][OH:5].C[Si]([N-][Si](C)(C)C)(C)C.[K+].[NH2:17][C:18]1[CH:25]=[C:24](F)[C:21]([C:22]#[N:23])=[CH:20][N:19]=1. Given the product [NH2:17][C:18]1[CH:25]=[C:24]([O:5][CH2:4][CH2:3][N:2]([CH3:6])[CH3:1])[C:21]([C:22]#[N:23])=[CH:20][N:19]=1, predict the reactants needed to synthesize it. (3) Given the product [S:6]1[C:7]([C:19]2[CH:24]=[CH:23][CH:22]=[CH:21][N:20]=2)=[CH:8][C:9]2[CH:14]=[CH:13][CH:12]=[CH:11][C:10]1=2, predict the reactants needed to synthesize it. The reactants are: C(=O)(O)[O-].[Na+].[S:6]1[C:10]2[CH:11]=[CH:12][CH:13]=[CH:14][C:9]=2[CH:8]=[C:7]1B(O)O.Br[C:19]1[CH:24]=[CH:23][CH:22]=[CH:21][N:20]=1.